This data is from Forward reaction prediction with 1.9M reactions from USPTO patents (1976-2016). The task is: Predict the product of the given reaction. (1) Given the reactants C[O-].[Na+].[NH2:4][C:5]1[N:10]=[CH:9][N:8]=[C:7]2[N:11]([CH:22]3[CH2:27][CH2:26][CH:25]([N:28]4[CH2:33][CH2:32][N:31]([CH3:34])[CH2:30][CH2:29]4)[CH2:24][CH2:23]3)[N:12]=[C:13]([C:14]3[CH:21]=[CH:20][C:17]([CH:18]=[O:19])=[CH:16][CH:15]=3)[C:6]=12.C1(C)C=CC(S([CH2:44][N+:45]#[C-:46])(=O)=O)=CC=1.O, predict the reaction product. The product is: [CH3:34][N:31]1[CH2:30][CH2:29][N:28]([C@@H:25]2[CH2:26][CH2:27][C@H:22]([N:11]3[C:7]4=[N:8][CH:9]=[N:10][C:5]([NH2:4])=[C:6]4[C:13]([C:14]4[CH:21]=[CH:20][C:17]([C:18]5[O:19][CH:46]=[N:45][CH:44]=5)=[CH:16][CH:15]=4)=[N:12]3)[CH2:23][CH2:24]2)[CH2:33][CH2:32]1. (2) Given the reactants [Br:1][C:2]1[CH:3]=[C:4]2[C:9](=[CH:10][C:11]=1[O:12][CH3:13])[N:8]=[CH:7][C:6]([C:14]([O:16][CH2:17][CH3:18])=[O:15])=[C:5]2[NH:19][C:20]1[CH:25]=[CH:24][CH:23]=[C:22]([CH2:26][OH:27])[C:21]=1[CH2:28][CH3:29].[C:30]([Si:34](Cl)([CH3:36])[CH3:35])([CH3:33])([CH3:32])[CH3:31].N1C=CN=C1, predict the reaction product. The product is: [Br:1][C:2]1[CH:3]=[C:4]2[C:9](=[CH:10][C:11]=1[O:12][CH3:13])[N:8]=[CH:7][C:6]([C:14]([O:16][CH2:17][CH3:18])=[O:15])=[C:5]2[NH:19][C:20]1[CH:25]=[CH:24][CH:23]=[C:22]([CH2:26][O:27][Si:34]([C:30]([CH3:33])([CH3:32])[CH3:31])([CH3:36])[CH3:35])[C:21]=1[CH2:28][CH3:29]. (3) Given the reactants [CH3:1][C:2]1[CH:3]=[C:4]([CH3:12])[C:5]2[O:9][C:8](S)=[N:7][C:6]=2[CH:11]=1.[CH3:13][N:14]1[CH2:20][CH2:19][CH2:18][NH:17][CH2:16][CH2:15]1, predict the reaction product. The product is: [CH3:1][C:2]1[CH:3]=[C:4]([CH3:12])[C:5]2[O:9][C:8]([N:17]3[CH2:18][CH2:19][CH2:20][N:14]([CH3:13])[CH2:15][CH2:16]3)=[N:7][C:6]=2[CH:11]=1. (4) Given the reactants [CH3:1][O:2][C:3](=[O:24])[CH:4]=[CH:5][C:6]1[CH:23]=[CH:22][C:9]2[N:10]([CH2:15][CH2:16][N:17]([CH2:20][CH3:21])[CH2:18][CH3:19])[C:11]([CH2:13][NH2:14])=[N:12][C:8]=2[CH:7]=1.C(N(CC)C(C)C)(C)C.ClCCl.[CH3:37][C:38]([CH3:43])([CH3:42])[C:39](Cl)=[O:40], predict the reaction product. The product is: [CH3:1][O:2][C:3](=[O:24])[CH:4]=[CH:5][C:6]1[CH:23]=[CH:22][C:9]2[N:10]([CH2:15][CH2:16][N:17]([CH2:20][CH3:21])[CH2:18][CH3:19])[C:11]([CH2:13][NH:14][C:39](=[O:40])[C:38]([CH3:43])([CH3:42])[CH3:37])=[N:12][C:8]=2[CH:7]=1. (5) Given the reactants Cl[CH2:2][C:3]([NH:5][C:6]1[C:15]([Cl:16])=[CH:14][CH:13]=[C:12]2[C:7]=1[CH:8]=[CH:9][C:10]([N:17]1[CH2:21][CH2:20][C@@H:19]([O:22][Si](C(C)(C)C)(C)C)[CH2:18]1)=[N:11]2)=[O:4].[F:30][C:31]1[CH:32]=[C:33]([CH:35]=[CH:36][CH:37]=1)[NH2:34].[F-].C([N+](CCCC)(CCCC)CCCC)CCC, predict the reaction product. The product is: [Cl:16][C:15]1[C:6]([NH:5][C:3](=[O:4])[CH2:2][NH:34][C:33]2[CH:35]=[CH:36][CH:37]=[C:31]([F:30])[CH:32]=2)=[C:7]2[C:12](=[CH:13][CH:14]=1)[N:11]=[C:10]([N:17]1[CH2:21][CH2:20][C@@H:19]([OH:22])[CH2:18]1)[CH:9]=[CH:8]2. (6) Given the reactants Br[CH2:2][C:3]1[CH:8]=[CH:7][C:6]([F:9])=[CH:5][C:4]=1[I:10].[N-:11]=[N+:12]=[N-:13].[Na+], predict the reaction product. The product is: [N:11]([CH2:2][C:3]1[CH:8]=[CH:7][C:6]([F:9])=[CH:5][C:4]=1[I:10])=[N+:12]=[N-:13].